This data is from Retrosynthesis with 50K atom-mapped reactions and 10 reaction types from USPTO. The task is: Predict the reactants needed to synthesize the given product. (1) Given the product CCC[C@H](NC1CCc2cc(F)ccc2C1)C(=O)Nc1cc(CC2CCCC2)on1, predict the reactants needed to synthesize it. The reactants are: CCC[C@H](N)C(=O)Nc1cc(CC2CCCC2)on1.O=C1CCc2cc(F)ccc2C1. (2) Given the product COc1ncc(-c2ccc3c(Nc4cccc(C(=O)O)c4)c(C(N)=O)cnc3c2)c(OC)n1, predict the reactants needed to synthesize it. The reactants are: CCOC(=O)c1cccc(Nc2c(C(N)=O)cnc3cc(-c4cnc(OC)nc4OC)ccc23)c1. (3) Given the product CC(C)(C)OC(=O)N1CCO[C@H](CO)C1, predict the reactants needed to synthesize it. The reactants are: CC(C)(C)OC(=O)N1CCO[C@H](C(=O)O)C1.